This data is from Reaction yield outcomes from USPTO patents with 853,638 reactions. The task is: Predict the reaction yield, written as a fraction of the theoretical maximum amount of product (1.0 means a 100% yield; for example, 0.34 means a 34% yield). (1) The reactants are C(OC([NH:11][C:12]1[C:13](=[O:24])[N:14]([CH2:20][CH2:21][CH2:22][CH3:23])[C:15]([CH3:19])=[C:16]([CH3:18])[CH:17]=1)=O)C1C=CC=CC=1. The catalyst is CO.[Pd].O. The product is [NH2:11][C:12]1[C:13](=[O:24])[N:14]([CH2:20][CH2:21][CH2:22][CH3:23])[C:15]([CH3:19])=[C:16]([CH3:18])[CH:17]=1. The yield is 0.978. (2) The reactants are [Br:1][C:2]1[S:6][C:5]([S:7](Cl)(=[O:9])=[O:8])=[CH:4][CH:3]=1.[NH2:11][C:12]1[CH:17]=[CH:16][N:15]=[CH:14][CH:13]=1. The catalyst is CN(C)C1C=CN=CC=1.N1C=CC=CC=1. The product is [N:15]1[CH:16]=[CH:17][C:12]([NH:11][S:7]([C:5]2[S:6][C:2]([Br:1])=[CH:3][CH:4]=2)(=[O:9])=[O:8])=[CH:13][CH:14]=1. The yield is 0.960. (3) The reactants are [CH2:1]([O:8][C:9]([NH:11][C@H:12]1[CH2:17][CH2:16][CH2:15][NH:14][C:13]1=[O:18])=[O:10])[C:2]1[CH:7]=[CH:6][CH:5]=[CH:4][CH:3]=1.C(N(C(C)C)CC)(C)C.C[Si](Cl)(C)C.[P:33](Cl)(Cl)(Cl)=[O:34].O.[NH3:39].[Cl-].[NH4+:41]. The catalyst is C1(C)C=CC=CC=1. The product is [CH2:1]([O:8][C:9]([NH:11][C@H:12]1[CH2:17][CH2:16][CH2:15][N:14]([P:33]([NH2:41])([NH2:39])=[O:34])[C:13]1=[O:18])=[O:10])[C:2]1[CH:3]=[CH:4][CH:5]=[CH:6][CH:7]=1. The yield is 0.438.